Task: Predict the product of the given reaction.. Dataset: Forward reaction prediction with 1.9M reactions from USPTO patents (1976-2016) Given the reactants [F:1][C:2]1[C:11]([C:12](=[CH2:17])[C:13]([O:15][CH3:16])=[O:14])=[C:10]2[C:5]([CH:6]=[CH:7][C:8]([O:18][CH3:19])=[N:9]2)=[CH:4][CH:3]=1.Cl.[F:21][C:22]([F:33])([F:32])[C:23]([NH:25][CH2:26][C@H:27]1[CH2:31][CH2:30][NH:29][CH2:28]1)=[O:24].C(N(CC)CC)C, predict the reaction product. The product is: [F:1][C:2]1[C:11]([CH:12]([CH2:17][N:29]2[CH2:30][CH2:31][C@H:27]([CH2:26][NH:25][C:23](=[O:24])[C:22]([F:32])([F:33])[F:21])[CH2:28]2)[C:13]([O:15][CH3:16])=[O:14])=[C:10]2[C:5]([CH:6]=[CH:7][C:8]([O:18][CH3:19])=[N:9]2)=[CH:4][CH:3]=1.